Dataset: Catalyst prediction with 721,799 reactions and 888 catalyst types from USPTO. Task: Predict which catalyst facilitates the given reaction. (1) Reactant: [F:1][C:2]1([F:8])[CH2:4][CH:3]1[C:5](O)=[O:6].O1CCCC1.C(Cl)(=O)C(Cl)=O.Cl.[NH2:21][C:22]1[N:23]=[C:24]2[CH:29]=[CH:28][C:27]([O:30][C:31]3[CH:32]=[CH:33][C:34]([CH3:47])=[C:35]([NH:37][C:38]([C:40]4[N:44]([CH3:45])[N:43]=[C:42]([CH3:46])[CH:41]=4)=[O:39])[CH:36]=3)=[N:26][N:25]2[CH:48]=1. Product: [F:1][C:2]1([F:8])[CH2:4][CH:3]1[C:5]([NH:21][C:22]1[N:23]=[C:24]2[CH:29]=[CH:28][C:27]([O:30][C:31]3[CH:32]=[CH:33][C:34]([CH3:47])=[C:35]([NH:37][C:38]([C:40]4[N:44]([CH3:45])[N:43]=[C:42]([CH3:46])[CH:41]=4)=[O:39])[CH:36]=3)=[N:26][N:25]2[CH:48]=1)=[O:6]. The catalyst class is: 402. (2) Reactant: [NH2:1][C@H:2]([CH2:25][CH3:26])[C:3]([NH:5][C:6]1[CH:7]=[N:8][C:9]([O:12][C:13]2[C:18]3[C:19]4([CH2:22][O:23][C:17]=3[C:16]([CH3:24])=[CH:15][CH:14]=2)[CH2:21][CH2:20]4)=[CH:10][CH:11]=1)=[O:4].Cl[C:28](Cl)([O:30]C(=O)OC(Cl)(Cl)Cl)Cl. Product: [CH2:25]([C@H:2]1[NH:1][C:28](=[O:30])[N:5]([C:6]2[CH:7]=[N:8][C:9]([O:12][C:13]3[C:18]4[C:19]5([CH2:22][O:23][C:17]=4[C:16]([CH3:24])=[CH:15][CH:14]=3)[CH2:21][CH2:20]5)=[CH:10][CH:11]=2)[C:3]1=[O:4])[CH3:26]. The catalyst class is: 2. (3) Reactant: C[O:2][C:3](=[O:32])[C:4]1[CH:9]=[CH:8][C:7]([C:10]2[C:19]3[C:14](=[CH:15][CH:16]=[C:17]([C:20]4[CH:25]=[CH:24][C:23]([O:26][CH3:27])=[C:22]([O:28][CH3:29])[CH:21]=4)[CH:18]=3)[N:13]=[CH:12][N:11]=2)=[CH:6][C:5]=1[O:30][CH3:31].[Li+].[OH-].Cl. Product: [CH3:29][O:28][C:22]1[CH:21]=[C:20]([C:17]2[CH:18]=[C:19]3[C:14](=[CH:15][CH:16]=2)[N:13]=[CH:12][N:11]=[C:10]3[C:7]2[CH:8]=[CH:9][C:4]([C:3]([OH:32])=[O:2])=[C:5]([O:30][CH3:31])[CH:6]=2)[CH:25]=[CH:24][C:23]=1[O:26][CH3:27]. The catalyst class is: 12. (4) Reactant: CN(C=O)C.[CH3:6][C@H:7]1[O:12][C@@H:11]([CH3:13])[CH2:10][NH:9][CH2:8]1.C([O-])([O-])=O.[Cs+].[Cs+].Cl[C:21]1[CH:26]=[CH:25][C:24]2=[N:27][C:28]([C:30]3[CH:31]=[CH:32][C:33]([C:43]([F:46])([F:45])[F:44])=[C:34]([NH:36][C:37](=[O:42])[C:38]([CH3:41])([CH3:40])[CH3:39])[CH:35]=3)=[CH:29][N:23]2[N:22]=1. Product: [CH3:13][C@H:11]1[O:12][C@@H:7]([CH3:6])[CH2:8][N:9]([C:21]2[CH:26]=[CH:25][C:24]3=[N:27][C:28]([C:30]4[CH:31]=[CH:32][C:33]([C:43]([F:44])([F:45])[F:46])=[C:34]([NH:36][C:37](=[O:42])[C:38]([CH3:41])([CH3:40])[CH3:39])[CH:35]=4)=[CH:29][N:23]3[N:22]=2)[CH2:10]1. The catalyst class is: 6.